Dataset: Forward reaction prediction with 1.9M reactions from USPTO patents (1976-2016). Task: Predict the product of the given reaction. (1) Given the reactants [CH3:1][O:2][C:3]1[CH:8]=[CH:7][C:6]([N:9]2[C:13](=[O:14])[CH:12]=[C:11]([CH3:15])[NH:10]2)=[CH:5][CH:4]=1.[F:16][C:17]([F:25])([F:24])[C:18](=[O:23])[C:19]([O:21][CH3:22])=[O:20], predict the reaction product. The product is: [CH3:22][O:21][C:19](=[O:20])[C:18]([OH:23])([C:17]([F:25])([F:24])[F:16])[C:12]1[C:13](=[O:14])[N:9]([C:6]2[CH:5]=[CH:4][C:3]([O:2][CH3:1])=[CH:8][CH:7]=2)[NH:10][C:11]=1[CH3:15]. (2) Given the reactants [CH3:1][O:2][C:3]1[CH:10]=[CH:9][CH:8]=[CH:7][C:4]=1[CH:5]=O.C1(N2C(S([CH2:25][C@@H:26]3[CH2:35][CH2:34][C:33]4[CH:32]=[C:31]([C@H:36]5[CH2:45][CH2:44][C@@:38]6([NH:42][C:41](=[O:43])[O:40][CH2:39]6)[CH2:37]5)[CH:30]=[CH:29][C:28]=4[CH2:27]3)(=O)=O)=NN=N2)C=CC=CC=1.C[Si]([N-][Si](C)(C)C)(C)C.[K+], predict the reaction product. The product is: [CH3:1][O:2][C:3]1[CH:10]=[CH:9][CH:8]=[CH:7][C:4]=1/[CH:5]=[CH:25]/[C@@H:26]1[CH2:35][CH2:34][C:33]2[CH:32]=[C:31]([C@H:36]3[CH2:45][CH2:44][C@@:38]4([NH:42][C:41](=[O:43])[O:40][CH2:39]4)[CH2:37]3)[CH:30]=[CH:29][C:28]=2[CH2:27]1. (3) Given the reactants [NH2:1][C:2]1[CH:3]=[C:4]([CH:8]=[CH:9][C:10]=1[NH:11][CH:12]1[CH2:17][CH2:16][O:15][CH2:14][CH2:13]1)[C:5]([OH:7])=[O:6].[C:18]([O:21][CH2:22][C:23](Cl)=O)(=[O:20])[CH3:19], predict the reaction product. The product is: [C:18]([O:21][CH2:22][C:23]1[N:11]([CH:12]2[CH2:17][CH2:16][O:15][CH2:14][CH2:13]2)[C:10]2[CH:9]=[CH:8][C:4]([C:5]([OH:7])=[O:6])=[CH:3][C:2]=2[N:1]=1)(=[O:20])[CH3:19]. (4) Given the reactants Cl[C:2]([C:10]1[N:18]([CH2:19][C@H:20]2[CH2:25][CH2:24][C@H:23]([CH3:26])[CH2:22][CH2:21]2)[C:17]2[C:12](=[N:13][C:14]([C:34]#[N:35])=[N:15][C:16]=2[NH:27][C@@H:28]([CH:30]2[CH2:33][CH2:32][CH2:31]2)[CH3:29])[N:11]=1)([C:4]1[CH:9]=[CH:8][CH:7]=[CH:6][N:5]=1)[CH3:3].C1CCN2C(=NCCC2)CC1, predict the reaction product. The product is: [CH:30]1([C@H:28]([NH:27][C:16]2[N:15]=[C:14]([C:34]#[N:35])[N:13]=[C:12]3[C:17]=2[N:18]([CH2:19][C@H:20]2[CH2:25][CH2:24][C@H:23]([CH3:26])[CH2:22][CH2:21]2)[C:10]([C:2]([C:4]2[CH:9]=[CH:8][CH:7]=[CH:6][N:5]=2)=[CH2:3])=[N:11]3)[CH3:29])[CH2:31][CH2:32][CH2:33]1. (5) Given the reactants [CH3:1][C:2]1[N:7]=[C:6]([C:8](=[N:10][OH:11])[NH2:9])[CH:5]=[C:4]([C:12]2[CH:17]=[CH:16][CH:15]=[CH:14][C:13]=2[Cl:18])[N:3]=1.[C:19](N1C=CN=C1)(N1C=CN=C1)=[O:20].N12CCCN=C1CCCCC2.Cl, predict the reaction product. The product is: [CH3:1][C:2]1[N:7]=[C:6]([C:8]2[NH:10][O:11][C:19](=[O:20])[N:9]=2)[CH:5]=[C:4]([C:12]2[CH:17]=[CH:16][CH:15]=[CH:14][C:13]=2[Cl:18])[N:3]=1. (6) Given the reactants [CH:1]1([CH2:4][N:5]([C@@H:13]2[CH2:15][C@H:14]2[C:16]2[CH:21]=[CH:20][CH:19]=[C:18]([C:22](=[O:30])[NH:23][CH:24]3[CH2:27][C:26]([F:29])([F:28])[CH2:25]3)[CH:17]=2)C(=O)OC(C)(C)C)[CH2:3][CH2:2]1.[ClH:31].C(OCC)(=O)C, predict the reaction product. The product is: [ClH:31].[CH:1]1([CH2:4][NH:5][C@@H:13]2[CH2:15][C@H:14]2[C:16]2[CH:17]=[C:18]([CH:19]=[CH:20][CH:21]=2)[C:22]([NH:23][CH:24]2[CH2:27][C:26]([F:29])([F:28])[CH2:25]2)=[O:30])[CH2:3][CH2:2]1. (7) The product is: [F:10][C:5]1[CH:6]=[C:7]([F:9])[CH:8]=[C:3]([N:2]=[C:1]=[S:28])[C:4]=1[O:11][CH3:12]. Given the reactants [CH3:1][NH:2][C:3]1[CH:8]=[C:7]([F:9])[CH:6]=[C:5]([F:10])[C:4]=1[O:11][CH3:12].C(OC1C=CC(C(N)=O)=CC=1N=C=[S:28])(C)C, predict the reaction product.